From a dataset of NCI-60 drug combinations with 297,098 pairs across 59 cell lines. Regression. Given two drug SMILES strings and cell line genomic features, predict the synergy score measuring deviation from expected non-interaction effect. (1) Drug 1: CC(C1=C(C=CC(=C1Cl)F)Cl)OC2=C(N=CC(=C2)C3=CN(N=C3)C4CCNCC4)N. Drug 2: CC1CCC2CC(C(=CC=CC=CC(CC(C(=O)C(C(C(=CC(C(=O)CC(OC(=O)C3CCCCN3C(=O)C(=O)C1(O2)O)C(C)CC4CCC(C(C4)OC)OCCO)C)C)O)OC)C)C)C)OC. Cell line: IGROV1. Synergy scores: CSS=16.5, Synergy_ZIP=-1.62, Synergy_Bliss=-3.25, Synergy_Loewe=-10.7, Synergy_HSA=-2.74. (2) Drug 1: CS(=O)(=O)CCNCC1=CC=C(O1)C2=CC3=C(C=C2)N=CN=C3NC4=CC(=C(C=C4)OCC5=CC(=CC=C5)F)Cl. Drug 2: CC1C(C(CC(O1)OC2CC(CC3=C2C(=C4C(=C3O)C(=O)C5=C(C4=O)C(=CC=C5)OC)O)(C(=O)CO)O)N)O.Cl. Cell line: T-47D. Synergy scores: CSS=31.8, Synergy_ZIP=7.90, Synergy_Bliss=11.9, Synergy_Loewe=-5.77, Synergy_HSA=9.73. (3) Drug 2: CC12CCC3C(C1CCC2=O)CC(=C)C4=CC(=O)C=CC34C. Drug 1: CC12CCC(CC1=CCC3C2CCC4(C3CC=C4C5=CN=CC=C5)C)O. Cell line: HS 578T. Synergy scores: CSS=45.6, Synergy_ZIP=-0.420, Synergy_Bliss=0.731, Synergy_Loewe=-13.8, Synergy_HSA=-1.11.